Predict the product of the given reaction. From a dataset of Forward reaction prediction with 1.9M reactions from USPTO patents (1976-2016). (1) Given the reactants [CH3:1][S:2]([OH:5])(=[O:4])=[O:3].C(OC([NH:13][C@@H:14]1[CH2:19][CH2:18][CH2:17][N:16]([C:20]2[N:37]([CH2:38][C:39]3[CH:44]=[CH:43][CH:42]=[CH:41][C:40]=3[Cl:45])[C:23]3[C:24](=[O:36])[N:25]([CH3:35])[C:26]4[CH:27]=[CH:28][C:29]([C:32]([OH:34])=[O:33])=[CH:30][C:31]=4[C:22]=3[N:21]=2)[CH2:15]1)=O)(C)(C)C, predict the reaction product. The product is: [CH3:1][S:2]([OH:5])(=[O:4])=[O:3].[NH2:13][C@@H:14]1[CH2:19][CH2:18][CH2:17][N:16]([C:20]2[N:37]([CH2:38][C:39]3[CH:44]=[CH:43][CH:42]=[CH:41][C:40]=3[Cl:45])[C:23]3[C:24](=[O:36])[N:25]([CH3:35])[C:26]4[CH:27]=[CH:28][C:29]([C:32]([OH:34])=[O:33])=[CH:30][C:31]=4[C:22]=3[N:21]=2)[CH2:15]1. (2) Given the reactants Cl[C:2]1[C:7]([CH3:8])=[C:6]([CH2:9][NH:10][CH:11]2[CH2:13][CH2:12]2)[CH:5]=[CH:4][N:3]=1.[CH3:14][O-:15].[Na+], predict the reaction product. The product is: [CH:11]1([NH:10][CH2:9][C:6]2[CH:5]=[CH:4][N:3]=[C:2]([O:15][CH3:14])[C:7]=2[CH3:8])[CH2:13][CH2:12]1. (3) The product is: [CH2:28]([NH:29][C:33]([NH:1][C:2]1[CH:10]=[C:9]([CH3:11])[C:5]([C:6]([OH:8])=[O:7])=[C:4]([CH3:12])[CH:3]=1)=[O:26])[CH3:27]. Given the reactants [NH2:1][C:2]1[CH:10]=[C:9]([CH3:11])[C:5]([C:6]([OH:8])=[O:7])=[C:4]([CH3:12])[CH:3]=1.C(Cl)CCl.C1C=CC2N([OH:26])N=NC=2C=1.[CH3:27][CH2:28][N:29]([CH:33](C)C)C(C)C, predict the reaction product. (4) Given the reactants [F:1][C:2]1([F:10])[CH2:7][CH2:6][CH:5]([CH:8]=O)[CH2:4][CH2:3]1.[CH3:11][C:12]1[CH:17]=[CH:16][C:15]([S@@:18]([NH2:20])=[O:19])=[CH:14][CH:13]=1.O, predict the reaction product. The product is: [F:1][C:2]1([F:10])[CH2:7][CH2:6][CH:5](/[CH:8]=[N:20]/[S@:18]([C:15]2[CH:16]=[CH:17][C:12]([CH3:11])=[CH:13][CH:14]=2)=[O:19])[CH2:4][CH2:3]1.